This data is from Full USPTO retrosynthesis dataset with 1.9M reactions from patents (1976-2016). The task is: Predict the reactants needed to synthesize the given product. (1) Given the product [F:39][C:36]1[CH:37]=[CH:38][C:33]([NH:32][C:30]2[CH:29]=[CH:28][N:27]=[C:26]([NH:25][C:22]3[CH:21]=[CH:20][C:19]([S:16]([N:15]([CH2:40][CH2:41][NH:42][CH2:43][C:44]([OH:47])([CH3:45])[CH3:46])[CH:12]4[CH2:13][CH2:14][NH:9][CH2:10][CH2:11]4)(=[O:17])=[O:18])=[CH:24][CH:23]=3)[N:31]=2)=[CH:34][CH:35]=1, predict the reactants needed to synthesize it. The reactants are: Cl.C([N:9]1[CH2:14][CH2:13][CH:12]([N:15]([CH2:40][CH2:41][NH:42][CH2:43][C:44]([OH:47])([CH3:46])[CH3:45])[S:16]([C:19]2[CH:24]=[CH:23][C:22]([NH:25][C:26]3[N:31]=[C:30]([NH:32][C:33]4[CH:38]=[CH:37][C:36]([F:39])=[CH:35][CH:34]=4)[CH:29]=[CH:28][N:27]=3)=[CH:21][CH:20]=2)(=[O:18])=[O:17])[CH2:11][CH2:10]1)C1C=CC=CC=1. (2) The reactants are: [NH2:1][CH:2]1[CH2:6][CH2:5][N:4]([C:7]([O:9][CH2:10][C:11]2[CH:16]=[C:15]([Cl:17])[CH:14]=[C:13]([Cl:18])[CH:12]=2)=[O:8])[CH2:3]1.[NH:19]1[CH:23]=[C:22]([CH2:24][CH2:25][CH2:26][C:27](O)=[O:28])[N:21]=[N:20]1.CN(C(ON1N=NC2C=CC=NC1=2)=[N+](C)C)C.F[P-](F)(F)(F)(F)F.C(N(CC)CC)C. Given the product [NH:19]1[CH:23]=[C:22]([CH2:24][CH2:25][CH2:26][C:27]([NH:1][CH:2]2[CH2:6][CH2:5][N:4]([C:7]([O:9][CH2:10][C:11]3[CH:16]=[C:15]([Cl:17])[CH:14]=[C:13]([Cl:18])[CH:12]=3)=[O:8])[CH2:3]2)=[O:28])[N:21]=[N:20]1, predict the reactants needed to synthesize it.